From a dataset of HIV replication inhibition screening data with 41,000+ compounds from the AIDS Antiviral Screen. Binary Classification. Given a drug SMILES string, predict its activity (active/inactive) in a high-throughput screening assay against a specified biological target. (1) The result is 0 (inactive). The drug is NC(CCC(=O)O)C(=O)O. (2) The drug is Oc1nc2ccccc2c2c1CCO2. The result is 0 (inactive). (3) The result is 0 (inactive). The compound is CC1=CC(=C(c2cc(C)c(O)c(C(=O)O)c2)c2c(Cl)ccc(S(=O)(=O)O)c2Cl)C=C(C(=O)O)C1=O. (4) The compound is COc1cc2ccc(CC(N)=O)cc2cc1OC. The result is 0 (inactive). (5) The compound is CC12CCNC(=O)C=C1CCC1C2CCC2(C)C(O)CCC12. The result is 0 (inactive).